This data is from Reaction yield outcomes from USPTO patents with 853,638 reactions. The task is: Predict the reaction yield, written as a fraction of the theoretical maximum amount of product (1.0 means a 100% yield; for example, 0.34 means a 34% yield). (1) The yield is 0.870. The reactants are [Br:1][C:2]1[CH:3]=[C:4]2[C:8](=[CH:9][CH:10]=1)[NH:7][C:6](=O)[C:5]2([CH3:13])[CH3:12].B.CSC.O.C(Cl)Cl.C[N+]([O-])(C)C. The catalyst is C1COCC1. The product is [Br:1][C:2]1[CH:3]=[C:4]2[C:8](=[CH:9][CH:10]=1)[NH:7][CH2:6][C:5]2([CH3:13])[CH3:12]. (2) The reactants are C1(P(=O)(C2C=CC=CC=2)C2C=CC=CC=2)C=CC=CC=1.FC(F)(F)S(OS(C(F)(F)F)(=O)=O)(=O)=O.C([S:43][CH:44]([CH2:77][N:78]1[CH2:83][CH2:82][O:81][CH2:80][CH2:79]1)[CH2:45][NH:46][C:47]([C:49]1[NH:50][C:51]2[C:56]([CH:57]=1)=[CH:55][C:54]([O:58][CH2:59][CH2:60][CH2:61][S:62]([CH3:65])(=[O:64])=[O:63])=[CH:53][C:52]=2[N:66]([CH3:76])[S:67]([C:70]1[CH:75]=[CH:74][CH:73]=[CH:72][N:71]=1)(=[O:69])=[O:68])=O)C1C=CC=CC=1.C1(SC)C=CC=CC=1. The catalyst is ClCCl.C(OCC)(=O)C. The product is [CH3:76][N:66]([C:52]1[CH:53]=[C:54]([O:58][CH2:59][CH2:60][CH2:61][S:62]([CH3:65])(=[O:64])=[O:63])[CH:55]=[C:56]2[C:51]=1[NH:50][C:49]([C:47]1[S:43][CH:44]([CH2:77][N:78]3[CH2:79][CH2:80][O:81][CH2:82][CH2:83]3)[CH2:45][N:46]=1)=[CH:57]2)[S:67]([C:70]1[CH:75]=[CH:74][CH:73]=[CH:72][N:71]=1)(=[O:69])=[O:68]. The yield is 0.230. (3) The reactants are [O:1]1[C:5]2[CH:6]=[CH:7][C:8]([C:10]3[CH:15]=[CH:14][C:13]([C:16]4[N:21]=[C:20]([O:22][CH2:23][CH2:24][CH2:25][CH2:26][C:27]([CH3:50])([CH3:49])[CH2:28][NH:29][C:30](=[O:48])[CH:31]([NH:40]C(OC(C)(C)C)=O)[CH2:32][C:33]5[CH:38]=[CH:37][C:36]([OH:39])=[CH:35][CH:34]=5)[CH:19]=[CH:18][CH:17]=4)=[CH:12][CH:11]=3)=[CH:9][C:4]=2[O:3][CH2:2]1.FC(F)(F)C(O)=O. The catalyst is C(Cl)Cl. The product is [NH2:40][CH:31]([CH2:32][C:33]1[CH:38]=[CH:37][C:36]([OH:39])=[CH:35][CH:34]=1)[C:30]([NH:29][CH2:28][C:27]([CH3:50])([CH3:49])[CH2:26][CH2:25][CH2:24][CH2:23][O:22][C:20]1[CH:19]=[CH:18][CH:17]=[C:16]([C:13]2[CH:14]=[CH:15][C:10]([C:8]3[CH:7]=[CH:6][C:5]4[O:1][CH2:2][O:3][C:4]=4[CH:9]=3)=[CH:11][CH:12]=2)[N:21]=1)=[O:48]. The yield is 0.910. (4) The reactants are [F:1][C:2]1[C:3](F)=[C:4]2[O:9][CH2:8][C@H:7]([CH3:10])[N:6]3[CH:11]=[C:12]([C:17]([OH:19])=[O:18])[C:13](=[O:16])[C:14]([CH:15]=1)=[C:5]23.[CH3:21][N:22]1[CH2:27][CH2:26][NH:25][CH2:24][CH2:23]1.C(O)(C)C. The catalyst is CC(N(C)C)=O. The product is [CH3:10][C@@H:7]1[N:6]2[C:5]3[C:14]([C:13]([C:12]([C:17]([OH:19])=[O:18])=[CH:11]2)=[O:16])=[CH:15][C:2]([F:1])=[C:3]([N:25]2[CH2:26][CH2:27][N:22]([CH3:21])[CH2:23][CH2:24]2)[C:4]=3[O:9][CH2:8]1. The yield is 0.893. (5) The reactants are [CH3:1][C:2]1[C:6]([CH3:7])=[C:5]([NH:8][C:9](=[O:16])OCC(Cl)(Cl)Cl)[O:4][N:3]=1.[F:17][C:18]1[CH:23]=[CH:22][C:21]([C:24]2[CH:29]=[C:28]([N:30]3[CH2:35][CH2:34][NH:33][CH2:32][CH2:31]3)[N:27]=[CH:26][N:25]=2)=[CH:20][CH:19]=1. The catalyst is C(OCC)(=O)C.CCCCCC. The product is [F:17][C:18]1[CH:23]=[CH:22][C:21]([C:24]2[N:25]=[CH:26][N:27]=[C:28]([N:30]3[CH2:31][CH2:32][N:33]([C:9]([NH:8][C:5]4[O:4][N:3]=[C:2]([CH3:1])[C:6]=4[CH3:7])=[O:16])[CH2:34][CH2:35]3)[CH:29]=2)=[CH:20][CH:19]=1. The yield is 0.660. (6) The reactants are [NH:1]1[C:5]2[CH:6]=[CH:7][C:8]([C:10]([O:12][CH3:13])=[O:11])=[CH:9][C:4]=2[N:3]=[CH:2]1.[CH3:14][O:15][C:16]1[CH:21]=[CH:20][C:19](B(O)O)=[CH:18][CH:17]=1.N1C=CC=CC=1. The catalyst is ClCCl.C([O-])(=O)C.[Cu+2].C([O-])(=O)C. The product is [CH3:14][O:15][C:16]1[CH:21]=[CH:20][C:19]([N:3]2[C:4]3[CH:9]=[C:8]([C:10]([O:12][CH3:13])=[O:11])[CH:7]=[CH:6][C:5]=3[N:1]=[CH:2]2)=[CH:18][CH:17]=1. The yield is 0.130.